This data is from Forward reaction prediction with 1.9M reactions from USPTO patents (1976-2016). The task is: Predict the product of the given reaction. (1) Given the reactants [Br:1][C:2]1[S:3][C:4]([C:7]([OH:9])=O)=[CH:5][N:6]=1.CC[N:12](C(C)C)C(C)C, predict the reaction product. The product is: [Br:1][C:2]1[S:3][C:4]([C:7]([NH2:12])=[O:9])=[CH:5][N:6]=1. (2) Given the reactants [CH:1]1([N:7]2[C:12]([OH:13])=[C:11]([C:14]([NH:16][CH2:17][C:18]([O:20]CC)=[O:19])=[O:15])[C:10](=[O:23])[N:9]([CH2:24][C:25]3[CH:30]=[CH:29][C:28]([CH2:31][CH3:32])=[CH:27][CH:26]=3)[C:8]2=[O:33])[CH2:6][CH2:5][CH2:4][CH2:3][CH2:2]1.[OH-].[Na+], predict the reaction product. The product is: [CH:1]1([N:7]2[C:12]([OH:13])=[C:11]([C:14]([NH:16][CH2:17][C:18]([OH:20])=[O:19])=[O:15])[C:10](=[O:23])[N:9]([CH2:24][C:25]3[CH:30]=[CH:29][C:28]([CH2:31][CH3:32])=[CH:27][CH:26]=3)[C:8]2=[O:33])[CH2:6][CH2:5][CH2:4][CH2:3][CH2:2]1. (3) Given the reactants [CH2:1]([NH2:3])[CH3:2].Cl[S:5]([C:8]1[CH:13]=[CH:12][C:11]([CH2:14][C:15]([OH:17])=[O:16])=[CH:10][CH:9]=1)(=[O:7])=[O:6], predict the reaction product. The product is: [CH2:1]([NH:3][S:5]([C:8]1[CH:9]=[CH:10][C:11]([CH2:14][C:15]([OH:17])=[O:16])=[CH:12][CH:13]=1)(=[O:7])=[O:6])[CH3:2]. (4) Given the reactants [Br:1][C:2]1[CH:7]=[CH:6][CH:5]=[CH:4][C:3]=1[NH:8][C:9]1[CH:14]=[CH:13][CH:12]=[CH:11][C:10]=1[Br:15].I[C:17]1[CH:18]=[C:19]([C:23]2[C:28]3[S:29][C:30]4[CH:35]=[CH:34][CH:33]=[CH:32][C:31]=4[C:27]=3[CH:26]=[CH:25][CH:24]=2)[CH:20]=[CH:21][CH:22]=1.C([O-])([O-])=O.[K+].[K+], predict the reaction product. The product is: [Br:1][C:2]1[CH:7]=[CH:6][CH:5]=[CH:4][C:3]=1[N:8]([C:9]1[CH:14]=[CH:13][CH:12]=[CH:11][C:10]=1[Br:15])[C:21]1[CH:22]=[CH:17][CH:18]=[C:19]([C:23]2[C:28]3[S:29][C:30]4[CH:35]=[CH:34][CH:33]=[CH:32][C:31]=4[C:27]=3[CH:26]=[CH:25][CH:24]=2)[CH:20]=1. (5) Given the reactants C(OC([N:8]=[C:9]([NH:22]C(OC(C)(C)C)=O)[NH:10][C:11]1[C:20]2[CH2:19][CH:18]([OH:21])[CH2:17][CH2:16][C:15]=2[CH:14]=[CH:13][CH:12]=1)=O)(C)(C)C.[ClH:30], predict the reaction product. The product is: [ClH:30].[ClH:30].[OH:21][CH:18]1[CH2:19][C:20]2[C:11]([NH:10][C:9]([NH2:22])=[NH:8])=[CH:12][CH:13]=[CH:14][C:15]=2[CH2:16][CH2:17]1.